This data is from TCR-epitope binding with 47,182 pairs between 192 epitopes and 23,139 TCRs. The task is: Binary Classification. Given a T-cell receptor sequence (or CDR3 region) and an epitope sequence, predict whether binding occurs between them. (1) The epitope is LPAADLDDF. The TCR CDR3 sequence is CASSPGQGTTYGYTF. Result: 0 (the TCR does not bind to the epitope). (2) The epitope is RPRGEVRFL. The TCR CDR3 sequence is CSVTGTSGASYNEQFF. Result: 0 (the TCR does not bind to the epitope).